The task is: Regression. Given a peptide amino acid sequence and an MHC pseudo amino acid sequence, predict their binding affinity value. This is MHC class I binding data.. This data is from Peptide-MHC class I binding affinity with 185,985 pairs from IEDB/IMGT. (1) The peptide sequence is RGFAAPQF. The MHC is Mamu-B3901 with pseudo-sequence Mamu-B3901. The binding affinity (normalized) is 0.676. (2) The peptide sequence is MVFQHFHLF. The MHC is HLA-A68:23 with pseudo-sequence HLA-A68:23. The binding affinity (normalized) is 0.602. (3) The peptide sequence is VYDFVFADLRI. The MHC is H-2-Kd with pseudo-sequence H-2-Kd. The binding affinity (normalized) is 0.0865. (4) The peptide sequence is AVATTHSWI. The MHC is HLA-A68:02 with pseudo-sequence HLA-A68:02. The binding affinity (normalized) is 0.374. (5) The peptide sequence is RRYRRIYDL. The MHC is HLA-B27:20 with pseudo-sequence HLA-B27:20. The binding affinity (normalized) is 1.00. (6) The peptide sequence is SVFEGIRAY. The MHC is HLA-A23:01 with pseudo-sequence HLA-A23:01. The binding affinity (normalized) is 0.0847. (7) The peptide sequence is DAAASSLLY. The MHC is HLA-A11:01 with pseudo-sequence HLA-A11:01. The binding affinity (normalized) is 0.253.